Task: Predict the reaction yield, written as a fraction of the theoretical maximum amount of product (1.0 means a 100% yield; for example, 0.34 means a 34% yield).. Dataset: Reaction yield outcomes from USPTO patents with 853,638 reactions (1) The reactants are [CH2:1]([N:8]1[CH2:12][CH:11]2[C:13](=[O:17])[NH:14][C:15](=[O:16])[CH:10]2[CH2:9]1)[C:2]1[CH:7]=[CH:6][CH:5]=[CH:4][CH:3]=1.C1(=O)[C@@H]2CNC[C@@H]2C(=O)N1.[H-].[H-].[H-].[H-].[Al+3].[Li+].[OH-].[Na+]. The catalyst is O1CCCC1.O. The product is [CH2:1]([N:8]1[CH2:12][CH:11]2[CH:13]([OH:17])[NH:14][C:15](=[O:16])[CH:10]2[CH2:9]1)[C:2]1[CH:7]=[CH:6][CH:5]=[CH:4][CH:3]=1. The yield is 0.550. (2) The reactants are [Cl:1][C:2]1[CH:3]=[C:4]([CH:10]([NH2:18])[C:11]2[CH:16]=[CH:15][C:14]([F:17])=[CH:13][CH:12]=2)[CH:5]=[N:6][C:7]=1[O:8][CH3:9].[C:19]([O:23][C:24]([N:26]1[CH2:31][CH2:30][CH:29]([CH2:32][C:33](O)=[O:34])[CH2:28][CH2:27]1)=[O:25])([CH3:22])([CH3:21])[CH3:20].C(Cl)CCl.C1C=NC2N(O)N=NC=2C=1.C([O-])(O)=O.[Na+]. The catalyst is C(Cl)Cl.O. The product is [Cl:1][C:2]1[CH:3]=[C:4]([CH:10]([NH:18][C:33](=[O:34])[CH2:32][CH:29]2[CH2:30][CH2:31][N:26]([C:24]([O:23][C:19]([CH3:21])([CH3:20])[CH3:22])=[O:25])[CH2:27][CH2:28]2)[C:11]2[CH:16]=[CH:15][C:14]([F:17])=[CH:13][CH:12]=2)[CH:5]=[N:6][C:7]=1[O:8][CH3:9]. The yield is 0.890. (3) The yield is 0.890. The product is [Cl:15][C:16]1[CH:21]=[CH:20][C:19]([NH:22][C:23]([NH:14][C:11]2[C:12]3[CH2:13][C:4]([O:3][CH2:1][CH3:2])=[CH:5][CH2:6][C:7]=3[CH:8]=[CH:9][CH:10]=2)=[O:24])=[CH:18][C:17]=1[C:25]([F:26])([F:27])[F:28]. The reactants are [CH2:1]([O:3][C:4]1[CH2:13][C:12]2[C:11]([NH2:14])=[CH:10][CH:9]=[CH:8][C:7]=2[CH2:6][CH:5]=1)[CH3:2].[Cl:15][C:16]1[CH:21]=[CH:20][C:19]([N:22]=[C:23]=[O:24])=[CH:18][C:17]=1[C:25]([F:28])([F:27])[F:26].O. The catalyst is O1CCCC1. (4) The reactants are [F:1][C:2]1[CH:8]=[C:7]([O:9][CH2:10][O:11][CH2:12][CH2:13][Si:14]([CH3:17])([CH3:16])[CH3:15])[CH:6]=[CH:5][C:3]=1[NH2:4].C([Li])CCC.F[C:24]1[CH:29]=[CH:28][CH:27]=[CH:26][C:25]=1[N+:30]([O-])=O. The catalyst is C1COCC1. The product is [F:1][C:2]1[CH:8]=[C:7]([O:9][CH2:10][O:11][CH2:12][CH2:13][Si:14]([CH3:17])([CH3:16])[CH3:15])[CH:6]=[CH:5][C:3]=1[NH:4][C:24]1[C:25]([NH2:30])=[CH:26][CH:27]=[CH:28][CH:29]=1. The yield is 0.330. (5) The reactants are C1C=CC2N(O)N=NC=2C=1.CCN(C(C)C)C(C)C.[CH2:20]([O:22][C:23](=[O:28])[CH2:24][C:25]([OH:27])=O)[CH3:21].CCN=C=NCCCN(C)C.Cl.[C:41]([O:45][C:46]([N:48]1[CH2:53][CH2:52][NH:51][CH2:50][CH2:49]1)=[O:47])([CH3:44])([CH3:43])[CH3:42]. The catalyst is CN(C=O)C.O. The product is [C:41]([O:45][C:46]([N:48]1[CH2:53][CH2:52][N:51]([C:25](=[O:27])[CH2:24][C:23]([O:22][CH2:20][CH3:21])=[O:28])[CH2:50][CH2:49]1)=[O:47])([CH3:44])([CH3:42])[CH3:43]. The yield is 0.840. (6) The product is [ClH:19].[CH3:16][C:4]1[C:5]([C:8]2[S:12][C:11]([C:13]([N:21]3[CH2:26][CH2:25][CH2:24][CH:23]([N:27]4[CH2:28][CH2:29][O:30][CH2:31][CH2:32]4)[CH2:22]3)=[O:15])=[CH:10][CH:9]=2)=[N:6][O:7][C:3]=1[C:2]([F:1])([F:18])[F:17]. The catalyst is C(N(CC)CC)C.C1COCC1. The yield is 0.650. The reactants are [F:1][C:2]([F:18])([F:17])[C:3]1[O:7][N:6]=[C:5]([C:8]2[S:12][C:11]([C:13]([OH:15])=O)=[CH:10][CH:9]=2)[C:4]=1[CH3:16].[ClH:19].Cl.[NH:21]1[CH2:26][CH2:25][CH2:24][CH:23]([N:27]2[CH2:32][CH2:31][O:30][CH2:29][CH2:28]2)[CH2:22]1.N1CCCCC1. (7) The reactants are Cl[C:2]1[C:11]2[C:6](=[CH:7][C:8]([S:12]([N:15]([C:25]3[CH:29]=[CH:28][O:27][N:26]=3)[CH2:16][C:17]3[CH:22]=[CH:21][C:20]([O:23][CH3:24])=[CH:19][CH:18]=3)(=[O:14])=[O:13])=[CH:9][CH:10]=2)[C:5](=[O:30])[N:4]([CH3:31])[N:3]=1.[Cl:32][C:33]1[C:38]([F:39])=[CH:37][C:36](B2OC(C)(C)C(C)(C)O2)=[C:35]([O:49][CH3:50])[CH:34]=1.P([O-])([O-])([O-])=O.[K+].[K+].[K+]. The catalyst is CC(OC)(C)C.COC1C=CC=C(OC)C=1C1C(P(C2CCCCC2)C2CCCCC2)=CC=CC=1.C1C=[C-]C(CCN)=CC=1.Cl[Pd+].C1(P(C2CCCCC2)C2C=CC=CC=2C2C(OC)=CC=CC=2OC)CCCCC1. The product is [Cl:32][C:33]1[C:38]([F:39])=[CH:37][C:36]([C:2]2[C:11]3[C:6](=[CH:7][C:8]([S:12]([N:15]([C:25]4[CH:29]=[CH:28][O:27][N:26]=4)[CH2:16][C:17]4[CH:18]=[CH:19][C:20]([O:23][CH3:24])=[CH:21][CH:22]=4)(=[O:14])=[O:13])=[CH:9][CH:10]=3)[C:5](=[O:30])[N:4]([CH3:31])[N:3]=2)=[C:35]([O:49][CH3:50])[CH:34]=1. The yield is 0.701. (8) The reactants are Cl.[CH3:2][O:3][C:4]1[CH:9]=[CH:8][C:7]([C:10]2[O:14][C:13]([C:15]3[CH:16]=[C:17]([CH:22]=[CH:23][CH:24]=3)[C:18]([NH:20][NH2:21])=[O:19])=[N:12][CH:11]=2)=[CH:6][CH:5]=1.CCN=C=NCCCN(C)C.Cl.C1C=CC2N(O)N=NC=2C=1.[CH3:47][O:48][C:49](=[O:60])[C:50]1[CH:55]=[CH:54][C:53]([CH2:56][C:57](O)=[O:58])=[CH:52][CH:51]=1.C(N(C(C)C)CC)(C)C. The catalyst is CN(C)C=O.O. The product is [CH3:47][O:48][C:49](=[O:60])[C:50]1[CH:55]=[CH:54][C:53]([CH2:56][C:57]([NH:21][NH:20][C:18](=[O:19])[C:17]2[CH:22]=[CH:23][CH:24]=[C:15]([C:13]3[O:14][C:10]([C:7]4[CH:6]=[CH:5][C:4]([O:3][CH3:2])=[CH:9][CH:8]=4)=[CH:11][N:12]=3)[CH:16]=2)=[O:58])=[CH:52][CH:51]=1. The yield is 0.490.